Task: Predict the reaction yield, written as a fraction of the theoretical maximum amount of product (1.0 means a 100% yield; for example, 0.34 means a 34% yield).. Dataset: Reaction yield outcomes from USPTO patents with 853,638 reactions (1) The reactants are [CH3:1][O:2][C@H:3]1[CH2:8][CH2:7][C@H:6]([NH:9]C(=O)OC(C)(C)C)[CH2:5][CH2:4]1.C([Cl:20])(=O)C. The catalyst is C(O)C. The product is [ClH:20].[CH3:1][O:2][C@H:3]1[CH2:8][CH2:7][C@H:6]([NH2:9])[CH2:5][CH2:4]1. The yield is 0.950. (2) The reactants are [N-:1]=[N+:2]=[N-:3].[Na+].[Cl-].[NH4+].[CH:7]1[C:16]2[C:11](=[CH:12][CH:13]=[CH:14][CH:15]=2)[CH:10]=[CH:9][C:8]=1[O:17][CH2:18][C:19]1[CH:20]=[C:21]([CH:24]=[CH:25][CH:26]=1)[C:22]#[N:23].Cl. The catalyst is CN(C)C=O. The product is [CH:7]1[C:16]2[C:11](=[CH:12][CH:13]=[CH:14][CH:15]=2)[CH:10]=[CH:9][C:8]=1[O:17][CH2:18][C:19]1[CH:20]=[C:21]([C:22]2[NH:23][N:3]=[N:2][N:1]=2)[CH:24]=[CH:25][CH:26]=1. The yield is 0.930. (3) The reactants are Br[C:2]1[CH:7]=[CH:6][C:5]([N:8]2[C:12]3[CH:13]=[CH:14][CH:15]=[CH:16][C:11]=3[N:10]=[C:9]2[C:17]2[CH:22]=[CH:21][CH:20]=[CH:19][CH:18]=2)=[CH:4][CH:3]=1.[C:23]1([C:29]2[C:30]3[C:35]([C:36]([C:46]4[CH:51]=[CH:50][CH:49]=[CH:48][CH:47]=4)=[C:37]4[C:42]=2[CH:41]=[C:40](B(O)O)[CH:39]=[CH:38]4)=[CH:34][CH:33]=[CH:32][CH:31]=3)[CH:28]=[CH:27][CH:26]=[CH:25][CH:24]=1.C(=O)([O-])[O-].[Na+].[Na+]. The catalyst is C1C=CC([P]([Pd]([P](C2C=CC=CC=2)(C2C=CC=CC=2)C2C=CC=CC=2)([P](C2C=CC=CC=2)(C2C=CC=CC=2)C2C=CC=CC=2)[P](C2C=CC=CC=2)(C2C=CC=CC=2)C2C=CC=CC=2)(C2C=CC=CC=2)C2C=CC=CC=2)=CC=1.COCCOC. The product is [C:23]1([C:29]2[C:30]3[C:35]([C:36]([C:46]4[CH:51]=[CH:50][CH:49]=[CH:48][CH:47]=4)=[C:37]4[C:42]=2[CH:41]=[C:40]([C:2]2[CH:3]=[CH:4][C:5]([N:8]5[C:12]6[CH:13]=[CH:14][CH:15]=[CH:16][C:11]=6[N:10]=[C:9]5[C:17]5[CH:22]=[CH:21][CH:20]=[CH:19][CH:18]=5)=[CH:6][CH:7]=2)[CH:39]=[CH:38]4)=[CH:34][CH:33]=[CH:32][CH:31]=3)[CH:28]=[CH:27][CH:26]=[CH:25][CH:24]=1. The yield is 0.900. (4) The reactants are [Br:1][C:2]1[CH:3]=[C:4]([CH2:8][C:9]([OH:11])=[O:10])[CH:5]=[CH:6][CH:7]=1.[Si](Cl)(C(C)(C)C)(C)C.C([N-]C(C)C)(C)C.[Li+].[B-](F)(F)(F)[F:29].[B-](F)(F)(F)F.C1[N+]2(CCl)CC[N+](F)(CC2)C1. The catalyst is C(#N)C.C1COCC1. The product is [Br:1][C:2]1[CH:3]=[C:4]([CH:8]([F:29])[C:9]([OH:11])=[O:10])[CH:5]=[CH:6][CH:7]=1. The yield is 0.400. (5) The reactants are [NH2:1][C:2]([NH2:4])=[S:3].Br[CH2:6][C:7]([C:9]1[C:10]([F:30])=[C:11]([N:15]([CH2:27][O:28][CH3:29])[S:16]([C:19]2[CH:24]=[C:23]([F:25])[CH:22]=[CH:21][C:20]=2[F:26])(=[O:18])=[O:17])[CH:12]=[CH:13][CH:14]=1)=O. The catalyst is C(O)C. The product is [NH2:1][C:2]1[S:3][CH:6]=[C:7]([C:9]2[C:10]([F:30])=[C:11]([N:15]([CH2:27][O:28][CH3:29])[S:16]([C:19]3[CH:24]=[C:23]([F:25])[CH:22]=[CH:21][C:20]=3[F:26])(=[O:18])=[O:17])[CH:12]=[CH:13][CH:14]=2)[N:4]=1. The yield is 0.800. (6) The reactants are CN(C(ON1N=NC2C=CC=CC1=2)=[N+](C)C)C.[B-](F)(F)(F)F.CN1CCOCC1.[SH:30][C:31]1[N:39]=[CH:38][CH:37]=[CH:36][C:32]=1[C:33]([OH:35])=O.[CH:40]12[CH2:46][CH:43]([CH2:44][CH2:45]1)[CH2:42][CH:41]2[CH2:47][NH2:48]. The catalyst is CN(C=O)C.CC(=O)OCC.C(Cl)Cl.CO. The product is [CH:40]12[CH2:46][CH:43]([CH2:44][CH2:45]1)[CH2:42][CH:41]2[CH2:47][NH:48][C:33](=[O:35])[C:32]1[CH:36]=[CH:37][CH:38]=[N:39][C:31]=1[SH:30]. The yield is 0.530. (7) The reactants are [Si]([O:8][CH:9]([CH2:29][CH2:30][CH2:31][CH2:32][CH2:33][CH2:34][CH2:35][C:36]([O:38][CH2:39]/[CH:40]=[CH:41]\[CH2:42][CH2:43][CH2:44][CH2:45][CH2:46][CH3:47])=[O:37])[CH2:10][CH2:11][CH2:12][CH2:13][CH2:14][CH2:15][CH2:16][C:17]([O:19][CH2:20]/[CH:21]=[CH:22]\[CH2:23][CH2:24][CH2:25][CH2:26][CH2:27][CH3:28])=[O:18])(C(C)(C)C)(C)C. The catalyst is CCCC[N+](CCCC)(CCCC)CCCC.[F-].C1COCC1.O. The product is [OH:8][CH:9]([CH2:10][CH2:11][CH2:12][CH2:13][CH2:14][CH2:15][CH2:16][C:17]([O:19][CH2:20]/[CH:21]=[CH:22]\[CH2:23][CH2:24][CH2:25][CH2:26][CH2:27][CH3:28])=[O:18])[CH2:29][CH2:30][CH2:31][CH2:32][CH2:33][CH2:34][CH2:35][C:36]([O:38][CH2:39]/[CH:40]=[CH:41]\[CH2:42][CH2:43][CH2:44][CH2:45][CH2:46][CH3:47])=[O:37]. The yield is 0.390. (8) The reactants are [Br:1][C:2]1[CH:13]=[CH:12][C:5]([CH:6]=NC(C)(C)C)=[C:4](F)[CH:3]=1.[C:15]([O:19][C:20]([N:22]1[CH2:25][CH:24]([OH:26])[CH2:23]1)=[O:21])([CH3:18])([CH3:17])[CH3:16].[H-].[Na+].C([O-])([O-])=[O:30].[Na+].[Na+]. The catalyst is CC(O)=O.O.C1COCC1.CN(C=O)C. The product is [C:15]([O:19][C:20]([N:22]1[CH2:25][CH:24]([O:26][C:4]2[CH:3]=[C:2]([Br:1])[CH:13]=[CH:12][C:5]=2[CH:6]=[O:30])[CH2:23]1)=[O:21])([CH3:18])([CH3:16])[CH3:17]. The yield is 0.820.